This data is from Forward reaction prediction with 1.9M reactions from USPTO patents (1976-2016). The task is: Predict the product of the given reaction. (1) Given the reactants [Cl:1][C:2]1[CH:28]=[CH:27][C:5]([CH2:6][N:7]([CH2:11][C:12]2[NH:17][C:16](=[O:18])[N:15]3[CH:19]=[N:20][C:21]([CH:22]4[CH2:26][CH2:25][CH2:24][CH2:23]4)=[C:14]3[N:13]=2)[CH2:8][CH2:9]O)=[CH:4][CH:3]=1.CS(Cl)(=O)=O.C(N(CC)CC)C, predict the reaction product. The product is: [Cl:1][C:2]1[CH:3]=[CH:4][C:5]([CH2:6][N:7]2[CH2:8][CH2:9][N:17]3[C:12](=[N:13][C:14]4[N:15]([CH:19]=[N:20][C:21]=4[CH:22]4[CH2:23][CH2:24][CH2:25][CH2:26]4)[C:16]3=[O:18])[CH2:11]2)=[CH:27][CH:28]=1. (2) Given the reactants [F:1][C:2]1[CH:25]=[C:24]([N+:26]([O-:28])=[O:27])[CH:23]=[CH:22][C:3]=1[O:4][C:5]1[CH:10]=[CH:9][N:8]=[C:7]2[CH:11]=[C:12]([C:14]3[CH:21]=[CH:20][C:17]([CH:18]=O)=[CH:16][N:15]=3)[S:13][C:6]=12.[CH3:29][N:30]1[CH2:35][CH2:34][NH:33][CH2:32][CH2:31]1.[BH-](OC(C)=O)(OC(C)=O)OC(C)=O.[Na+], predict the reaction product. The product is: [F:1][C:2]1[CH:25]=[C:24]([N+:26]([O-:28])=[O:27])[CH:23]=[CH:22][C:3]=1[O:4][C:5]1[CH:10]=[CH:9][N:8]=[C:7]2[CH:11]=[C:12]([C:14]3[CH:21]=[CH:20][C:17]([CH2:18][N:33]4[CH2:34][CH2:35][N:30]([CH3:29])[CH2:31][CH2:32]4)=[CH:16][N:15]=3)[S:13][C:6]=12. (3) Given the reactants [NH2:1][C@@H:2]1[C:10]2[C:5](=[CH:6][CH:7]=[CH:8][CH:9]=2)[CH2:4][C@H:3]1[OH:11].[C:12]1(=O)[O:17][C:15](=[O:16])[C:14]2=[CH:18][CH:19]=[CH:20][CH:21]=[C:13]12.C(N(CC)C(C)C)(C)C, predict the reaction product. The product is: [OH:11][C@@H:3]1[CH2:4][C:5]2[C:10](=[CH:9][CH:8]=[CH:7][CH:6]=2)[C@H:2]1[N:1]1[C:15](=[O:16])[C:14]2[C:13](=[CH:21][CH:20]=[CH:19][CH:18]=2)[C:12]1=[O:17]. (4) The product is: [N:6]1([CH2:12][CH2:13][C:14]2[CH:15]=[CH:16][C:17]([NH2:20])=[CH:18][CH:19]=2)[CH2:7][CH:8]=[CH:9][CH2:10][CH2:11]1. Given the reactants O.O.[Sn](Cl)Cl.[N:6]1([CH2:12][CH2:13][C:14]2[CH:19]=[CH:18][C:17]([N+:20]([O-])=O)=[CH:16][CH:15]=2)[CH2:11][CH:10]=[CH:9][CH2:8][CH2:7]1.[OH-].[Na+], predict the reaction product.